From a dataset of Full USPTO retrosynthesis dataset with 1.9M reactions from patents (1976-2016). Predict the reactants needed to synthesize the given product. Given the product [F:9][C:4]1[CH:3]=[C:2]([I:1])[CH:8]=[CH:7][C:5]=1[NH:6][C:13]1[C:14]([N+:18]([O-:20])=[O:19])=[C:15]([F:17])[CH:16]=[C:11]([F:10])[C:12]=1[F:22], predict the reactants needed to synthesize it. The reactants are: [I:1][C:2]1[CH:8]=[CH:7][C:5]([NH2:6])=[C:4]([F:9])[CH:3]=1.[F:10][C:11]1[CH:16]=[C:15]([F:17])[C:14]([N+:18]([O-:20])=[O:19])=[C:13](F)[C:12]=1[F:22].